This data is from Full USPTO retrosynthesis dataset with 1.9M reactions from patents (1976-2016). The task is: Predict the reactants needed to synthesize the given product. (1) Given the product [CH3:13][CH:14]1[CH2:19][CH2:18][N:17]([CH2:20][CH2:21][O:22][C:4]2[CH:9]=[CH:8][C:7]([N+:10]([O-:12])=[O:11])=[CH:6][CH:5]=2)[CH2:16][CH2:15]1, predict the reactants needed to synthesize it. The reactants are: [H-].[Na+].F[C:4]1[CH:9]=[CH:8][C:7]([N+:10]([O-:12])=[O:11])=[CH:6][CH:5]=1.[CH3:13][CH:14]1[CH2:19][CH2:18][N:17]([CH2:20][CH2:21][OH:22])[CH2:16][CH2:15]1. (2) The reactants are: Cl.[NH2:2][OH:3].[OH-].[K+].[F:6][C:7]1[CH:12]=[CH:11][C:10]([C:13](=[CH:29][C:30]2[CH:35]=[C:34]([O:36][CH3:37])[C:33]([O:38][CH3:39])=[C:32]([O:40][CH3:41])[CH:31]=2)[C:14]([NH:16][CH2:17][C:18]2[CH:28]=[CH:27][C:21]([C:22](OCC)=[O:23])=[CH:20][CH:19]=2)=[O:15])=[CH:9][CH:8]=1.O. Given the product [F:6][C:7]1[CH:8]=[CH:9][C:10]([C:13](=[CH:29][C:30]2[CH:35]=[C:34]([O:36][CH3:37])[C:33]([O:38][CH3:39])=[C:32]([O:40][CH3:41])[CH:31]=2)[C:14]([NH:16][CH2:17][C:18]2[CH:28]=[CH:27][C:21]([C:22]([NH:2][OH:3])=[O:23])=[CH:20][CH:19]=2)=[O:15])=[CH:11][CH:12]=1, predict the reactants needed to synthesize it. (3) The reactants are: [F:1][C:2]1[CH:7]=[C:6](I)[CH:5]=[CH:4][C:3]=1[NH:9][S:10]([CH3:13])(=[O:12])=[O:11].[B:14]1([B:14]2[O:18][C:17]([CH3:20])([CH3:19])[C:16]([CH3:22])([CH3:21])[O:15]2)[O:18][C:17]([CH3:20])([CH3:19])[C:16]([CH3:22])([CH3:21])[O:15]1.C([O-])(=O)C.[K+]. Given the product [F:1][C:2]1[CH:7]=[C:6]([B:14]2[O:18][C:17]([CH3:20])([CH3:19])[C:16]([CH3:22])([CH3:21])[O:15]2)[CH:5]=[CH:4][C:3]=1[NH:9][S:10]([CH3:13])(=[O:12])=[O:11], predict the reactants needed to synthesize it. (4) Given the product [NH2:11][C:7]1[C:5]2[N:6]=[C:2]([CH3:1])[O:3][C:4]=2[CH:10]=[CH:9][CH:8]=1, predict the reactants needed to synthesize it. The reactants are: [CH3:1][C:2]1[O:3][C:4]2[CH:10]=[CH:9][CH:8]=[C:7]([N+:11]([O-])=O)[C:5]=2[N:6]=1. (5) Given the product [CH3:1][O:2][CH2:3][C:4]([NH:6][C:7]1[C:16]([N+:28]([O-:30])=[O:29])=[CH:15][CH:14]=[CH:13][C:8]=1[C:9]([O:11][CH3:12])=[O:10])=[O:5], predict the reactants needed to synthesize it. The reactants are: [CH3:1][O:2][CH2:3][C:4]([NH:6][C:7]1[CH:16]=[CH:15][CH:14]=[CH:13][C:8]=1[C:9]([O:11][CH3:12])=[O:10])=[O:5].C(OC(=O)CCC)(=O)CCC.[N+:28]([O-])([OH:30])=[O:29].[OH-].[Na+].